Dataset: TCR-epitope binding with 47,182 pairs between 192 epitopes and 23,139 TCRs. Task: Binary Classification. Given a T-cell receptor sequence (or CDR3 region) and an epitope sequence, predict whether binding occurs between them. (1) The TCR CDR3 sequence is CSVGTGGDEQYF. The epitope is CTELKLSDY. Result: 0 (the TCR does not bind to the epitope). (2) The epitope is QVPLRPMTYK. The TCR CDR3 sequence is CASRPGPVKNTGELFF. Result: 1 (the TCR binds to the epitope). (3) The epitope is LLALHRSYL. The TCR CDR3 sequence is CSVRPGGSYNEQFF. Result: 0 (the TCR does not bind to the epitope). (4) The epitope is KLNVGDYFV. The TCR CDR3 sequence is CASSLGNTEAFF. Result: 0 (the TCR does not bind to the epitope). (5) The epitope is KLPDDFTGCV. The TCR CDR3 sequence is CSAPTATTSSVFTEAFF. Result: 0 (the TCR does not bind to the epitope). (6) The epitope is AVFDRKSDAK. The TCR CDR3 sequence is CASSQRIGRGGPRNTDTQYF. Result: 1 (the TCR binds to the epitope).